The task is: Predict the reactants needed to synthesize the given product.. This data is from Full USPTO retrosynthesis dataset with 1.9M reactions from patents (1976-2016). (1) Given the product [Cl:1][C:2]1[C:3]([CH:10]=[CH2:11])=[N:4][CH:5]=[C:6]([Cl:8])[CH:7]=1, predict the reactants needed to synthesize it. The reactants are: [Cl:1][C:2]1[C:3](F)=[N:4][CH:5]=[C:6]([Cl:8])[CH:7]=1.[CH2:10]([Sn](CCCC)(CCCC)C=C)[CH2:11]CC. (2) Given the product [Cl:20][C:21]1[N:26]=[C:25]([C:17]2[S:18][C:14]([N:13]([C:10]3[CH:9]=[CH:8][C:7]([F:6])=[CH:12][CH:11]=3)[CH3:19])=[CH:15][N:16]=2)[C:24]([F:27])=[CH:23][N:22]=1, predict the reactants needed to synthesize it. The reactants are: [Li]CCCC.[F:6][C:7]1[CH:12]=[CH:11][C:10]([N:13]([CH3:19])[C:14]2[S:18][CH:17]=[N:16][CH:15]=2)=[CH:9][CH:8]=1.[Cl:20][C:21]1[N:26]=[CH:25][C:24]([F:27])=[CH:23][N:22]=1.CC(O)=O.ClC1C(=O)C(C#N)=C(C#N)C(=O)C=1Cl. (3) Given the product [C:12]1([C:1]2([C:2]3[CH:3]=[CH:7][CH:8]=[CH:9][CH:10]=3)[C:2]3[C:3](=[CH:7][CH:8]=[CH:9][CH:10]=3)[C:4](=[O:5])[O:6]2)[CH:17]=[CH:16][CH:15]=[CH:14][CH:13]=1, predict the reactants needed to synthesize it. The reactants are: [C:1]1(=O)[O:6][C:4](=[O:5])[C:3]2=[CH:7][CH:8]=[CH:9][CH:10]=[C:2]12.[C:12]1([Mg]Br)[CH:17]=[CH:16][CH:15]=[CH:14][CH:13]=1.Cl. (4) The reactants are: [N:1]1([CH2:6][C:7]2([CH2:10][NH:11][C:12]([C:14]3[CH:19]=[CH:18][C:17]([NH:20][C:21]4[N:26]=[C:25]([O:27][CH2:28][C:29]([F:32])([F:31])[F:30])[N:24]=[C:23]([NH:33][C:34]5([C:37]6[CH:47]=[CH:46][C:40]([O:41][CH2:42][C:43](O)=[O:44])=[CH:39][CH:38]=6)[CH2:36][CH2:35]5)[N:22]=4)=[CH:16][CH:15]=3)=[O:13])[CH2:9][CH2:8]2)[CH2:5][CH2:4][CH2:3][CH2:2]1.[CH3:48][CH:49]([S:51]([NH2:54])(=[O:53])=[O:52])[CH3:50].C1CN([P+](ON2N=NC3C=CC=CC2=3)(N2CCCC2)N2CCCC2)CC1.F[P-](F)(F)(F)(F)F. Given the product [CH3:48][CH:49]([S:51]([NH:54][C:43](=[O:44])[CH2:42][O:41][C:40]1[CH:39]=[CH:38][C:37]([C:34]2([NH:33][C:23]3[N:24]=[C:25]([O:27][CH2:28][C:29]([F:32])([F:30])[F:31])[N:26]=[C:21]([NH:20][C:17]4[CH:16]=[CH:15][C:14]([C:12]([NH:11][CH2:10][C:7]5([CH2:6][N:1]6[CH2:2][CH2:3][CH2:4][CH2:5]6)[CH2:9][CH2:8]5)=[O:13])=[CH:19][CH:18]=4)[N:22]=3)[CH2:35][CH2:36]2)=[CH:47][CH:46]=1)(=[O:53])=[O:52])[CH3:50], predict the reactants needed to synthesize it. (5) Given the product [NH2:8][C:9]1[S:13][N:12]=[C:11](/[C:14](=[N:45]/[O:46][C:47]([C:50]([OH:52])=[O:51])([CH3:48])[CH3:49])/[C:15]([NH:17][C@@H:18]2[C:43](=[O:44])[N:20]3[C:21]([C:27]([O-:29])=[O:28])=[C:22]([CH2:25][N+:72]4[N:73]([CH2:83][CH2:84][OH:85])[C:74]([NH2:75])=[C:70]([CH2:69][CH2:68][CH2:67][NH2:66])[CH:71]=4)[CH2:23][S:24][C@H:19]23)=[O:16])[N:10]=1, predict the reactants needed to synthesize it. The reactants are: C(OC([NH:8][C:9]1[S:13][N:12]=[C:11](/[C:14](=[N:45]/[O:46][C:47]([C:50]([O:52]C(C)(C)C)=[O:51])([CH3:49])[CH3:48])/[C:15]([NH:17][C@@H:18]2[C:43](=[O:44])[N:20]3[C:21]([C:27]([O:29]C(C4C=CC=CC=4)C4C=CC=CC=4)=[O:28])=[C:22]([CH2:25]Cl)[CH2:23][S:24][C@H:19]23)=[O:16])[N:10]=1)=O)(C)(C)C.[I-].[Na+].C(OC([NH:66][CH2:67][CH2:68][CH2:69][C:70]1[CH:71]=[N:72][N:73]([CH2:83][CH2:84][O:85]C(C2C=CC=CC=2)(C2C=CC=CC=2)C2C=CC=CC=2)[C:74]=1[NH:75]C(OC(C)(C)C)=O)=O)(C)(C)C.C(OCC)(=O)C. (6) Given the product [N+:24]([C:27]1[CH:32]=[CH:31][C:30]([C:10]2[C:18]3[C:13](=[CH:14][CH:15]=[CH:16][CH:17]=3)[NH:12][C:11]=2[C:19]([O:21][CH2:22][CH3:23])=[O:20])=[CH:29][CH:28]=1)([O-:26])=[O:25], predict the reactants needed to synthesize it. The reactants are: C(=O)([O-])[O-].[Na+].[Na+].[Cl-].[Li+].Br[C:10]1[C:18]2[C:13](=[CH:14][CH:15]=[CH:16][CH:17]=2)[NH:12][C:11]=1[C:19]([O:21][CH2:22][CH3:23])=[O:20].[N+:24]([C:27]1[CH:32]=[CH:31][C:30](B(O)O)=[CH:29][CH:28]=1)([O-:26])=[O:25]. (7) Given the product [NH:3]1[C:7]2[CH:8]=[CH:9][CH:10]=[CH:11][C:6]=2[N:5]=[C:4]1[C@H:12]([NH:21][C:22]([NH:24][C@H:25]1[CH2:30][CH2:29][C@H:28]([O:31][Si:41]([C:38]([CH3:40])([CH3:39])[CH3:37])([CH3:43])[CH3:42])[CH2:27][CH2:26]1)=[O:23])[CH2:13][C:14]1[CH:15]=[CH:16][C:17]([Br:20])=[CH:18][CH:19]=1, predict the reactants needed to synthesize it. The reactants are: N#N.[NH:3]1[C:7]2[CH:8]=[CH:9][CH:10]=[CH:11][C:6]=2[N:5]=[C:4]1[C@H:12]([NH:21][C:22]([NH:24][C@H:25]1[CH2:30][CH2:29][C@H:28]([OH:31])[CH2:27][CH2:26]1)=[O:23])[CH2:13][C:14]1[CH:19]=[CH:18][C:17]([Br:20])=[CH:16][CH:15]=1.N1C=CN=C1.[CH3:37][C:38]([Si:41](Cl)([CH3:43])[CH3:42])([CH3:40])[CH3:39].